This data is from Forward reaction prediction with 1.9M reactions from USPTO patents (1976-2016). The task is: Predict the product of the given reaction. (1) Given the reactants Cl[C:2]([O:4][C:5]1[CH:10]=[CH:9][C:8]([N+:11]([O-:13])=[O:12])=[CH:7][CH:6]=1)=[O:3].[OH:14][C:15]1[CH:16]=[N:17][CH:18]=[C:19]([CH:24]=1)[C:20]([O:22][CH3:23])=[O:21].C(N(C(C)C)CC)(C)C, predict the reaction product. The product is: [N+:11]([C:8]1[CH:9]=[CH:10][C:5]([O:4][C:2]([O:14][C:15]2[CH:16]=[N:17][CH:18]=[C:19]([CH:24]=2)[C:20]([O:22][CH3:23])=[O:21])=[O:3])=[CH:6][CH:7]=1)([O-:13])=[O:12]. (2) Given the reactants [OH:1][C@H:2]1[CH2:44][N:5]2[C:6](=[O:43])[C@@H:7]([NH:35][C:36](=[O:42])[O:37][C:38]([CH3:41])([CH3:40])[CH3:39])[C@H:8]([CH2:32][O:33][CH3:34])[CH2:9][C@H:10]([CH3:31])[CH2:11][CH2:12][CH:13]=[CH:14][C@@H:15]3[CH2:20][C@@:16]3([C:21](=[O:30])[NH:22][S:23]([C:26]3([CH3:29])[CH2:28][CH2:27]3)(=[O:25])=[O:24])[NH:17][C:18](=[O:19])[C@@H:4]2[CH2:3]1.F[C:46]1[C:55]2[C:50](=[CH:51][CH:52]=[CH:53][CH:54]=2)[C:49]([O:56][CH3:57])=[CH:48][N:47]=1.CC([O-])(C)C.[K+], predict the reaction product. The product is: [CH3:57][O:56][C:49]1[C:50]2[C:55](=[CH:54][CH:53]=[CH:52][CH:51]=2)[C:46]([O:1][C@H:2]2[CH2:44][N:5]3[C:6](=[O:43])[C@@H:7]([NH:35][C:36](=[O:42])[O:37][C:38]([CH3:39])([CH3:41])[CH3:40])[C@H:8]([CH2:32][O:33][CH3:34])[CH2:9][CH:10]([CH3:31])[CH2:11][CH2:12][CH:13]=[CH:14][C@@H:15]4[CH2:20][C@@:16]4([C:21](=[O:30])[NH:22][S:23]([C:26]4([CH3:29])[CH2:28][CH2:27]4)(=[O:25])=[O:24])[NH:17][C:18](=[O:19])[C@@H:4]3[CH2:3]2)=[N:47][CH:48]=1. (3) Given the reactants [Br:1][C:2]1[CH:7]=[CH:6][CH:5]=[CH:4][C:3]=1[S:8]([C:11]([CH3:15])([CH3:14])[CH2:12][NH2:13])(=[O:10])=[O:9].[C:16](O[C:16]([O:18][C:19]([CH3:22])([CH3:21])[CH3:20])=[O:17])([O:18][C:19]([CH3:22])([CH3:21])[CH3:20])=[O:17], predict the reaction product. The product is: [Br:1][C:2]1[CH:7]=[CH:6][CH:5]=[CH:4][C:3]=1[S:8]([C:11]([CH3:15])([CH3:14])[CH2:12][NH:13][C:16](=[O:17])[O:18][C:19]([CH3:22])([CH3:21])[CH3:20])(=[O:10])=[O:9]. (4) Given the reactants C(OC([N:6]1[CH2:11][CH2:10][CH:9]([NH:12][C:13]2[S:14][C:15]3[CH:21]=[CH:20][CH:19]=[CH:18][C:16]=3[N:17]=2)[CH2:8][CH2:7]1)=O)C, predict the reaction product. The product is: [S:14]1[C:15]2[CH:21]=[CH:20][CH:19]=[CH:18][C:16]=2[N:17]=[C:13]1[NH:12][CH:9]1[CH2:10][CH2:11][NH:6][CH2:7][CH2:8]1. (5) The product is: [CH3:16][O:17][C:18]1[CH:19]=[C:20]([CH:30]=[CH:31][C:32]=1[S:33][CH3:34])[O:21][C:22]1[CH:23]=[N:24][CH:25]=[CH:26][C:27]=1[CH2:28][NH:29][CH3:2]. Given the reactants F[C:2]1C(O)=C(F)C(F)=C(F)C=1F.C(O)=O.[CH3:16][O:17][C:18]1[CH:19]=[C:20]([CH:30]=[CH:31][C:32]=1[S:33][CH3:34])[O:21][C:22]1[CH:23]=[N:24][CH:25]=[CH:26][C:27]=1[CH2:28][NH2:29].C(N(CC)CC)C.B.C1COCC1, predict the reaction product. (6) Given the reactants [CH2:1]([OH:4])[C:2]#[CH:3].[CH2:5]([SnH:9]([CH2:14][CH2:15][CH2:16][CH3:17])[CH2:10][CH2:11][CH2:12][CH3:13])[CH2:6][CH2:7][CH3:8].CC(N=NC(C#N)(C)C)(C#N)C, predict the reaction product. The product is: [CH2:14]([Sn:9]([CH2:5][CH2:6][CH2:7][CH3:8])([CH2:10][CH2:11][CH2:12][CH3:13])/[CH:3]=[CH:2]/[CH2:1][OH:4])[CH2:15][CH2:16][CH3:17]. (7) Given the reactants Cl[C:2]1[NH:7][C:6](=[O:8])[N:5]([CH2:9][CH:10]2[CH2:15][CH2:14][NH:13][CH2:12][CH2:11]2)[C:4](=[O:16])[CH:3]=1.Cl.[CH2:18]([C:20]1[CH:21]=[C:22]([CH:24]=[CH:25][C:26]=1[CH3:27])[NH2:23])[CH3:19].C(N(CC)C(C)C)(C)C, predict the reaction product. The product is: [CH2:18]([C:20]1[CH:21]=[C:22]([NH:23][C:2]2[NH:7][C:6](=[O:8])[N:5]([CH2:9][CH:10]3[CH2:15][CH2:14][NH:13][CH2:12][CH2:11]3)[C:4](=[O:16])[CH:3]=2)[CH:24]=[CH:25][C:26]=1[CH3:27])[CH3:19]. (8) Given the reactants C[O:2][C:3]1[CH:4]=[CH:5][C:6]2[O:10][C:9]([N:11]([CH3:13])[CH3:12])=[N:8][C:7]=2[CH:14]=1.Br, predict the reaction product. The product is: [CH3:12][N:11]([CH3:13])[C:9]1[O:10][C:6]2[CH:5]=[CH:4][C:3]([OH:2])=[CH:14][C:7]=2[N:8]=1.